Dataset: PAMPA (Parallel Artificial Membrane Permeability Assay) permeability data from NCATS. Task: Regression/Classification. Given a drug SMILES string, predict its absorption, distribution, metabolism, or excretion properties. Task type varies by dataset: regression for continuous measurements (e.g., permeability, clearance, half-life) or binary classification for categorical outcomes (e.g., BBB penetration, CYP inhibition). Dataset: pampa_ncats. (1) The molecule is CC(C)(C)C1=CC=C(C=C1)S(=O)(=O)N2CCC(CC2)C3=CC=NC=C3. The result is 1 (high permeability). (2) The molecule is C1CCC(C1)[C@H]2[C@H]3CCC4=C(C3=NN2C5=CC(=C(C=C5)C#N)Cl)C=CC(=C4)C(=O)O. The result is 1 (high permeability). (3) The molecule is CC1=CC(=C(C=C1)OC)NC(=O)C2=CN=C(N=C2C3=CC=NC=C3)C4=CC=C(C=C4)F. The result is 1 (high permeability). (4) The drug is C1CCN(CC1)CCOC(C2=CC=CC=C2Cl)C3=CC4=NC=CC(=C4N3)C(=O)O. The result is 0 (low-to-moderate permeability). (5) The compound is CC1=CC(=NC2=C1C(=C(S2)C(=O)NCC3=CC=C(C=C3)OC)N)C. The result is 1 (high permeability).